From a dataset of Catalyst prediction with 721,799 reactions and 888 catalyst types from USPTO. Predict which catalyst facilitates the given reaction. (1) Reactant: [CH3:1][C:2]1[CH:6]=[CH:5][S:4][C:3]=1[C:7]([OH:9])=O.ON1C2C=CC=CC=2N=N1.Cl.C(N=C=NCCCN(C)C)C.C(N(CC)C(C)C)(C)C.[CH2:41]([NH2:48])[C:42]1[CH:47]=[CH:46][CH:45]=[CH:44][CH:43]=1. Product: [CH2:41]([NH:48][C:7]([C:3]1[S:4][CH:5]=[CH:6][C:2]=1[CH3:1])=[O:9])[C:42]1[CH:47]=[CH:46][CH:45]=[CH:44][CH:43]=1. The catalyst class is: 9. (2) Reactant: [OH:1][C@@H:2]([CH2:10][NH2:11])[CH2:3][CH2:4][C@@H:5]([C:7]([OH:9])=O)[NH2:6].O.ON1C2C=CC=CC=2N=N1.Cl.CN(C)CCCN=C=NCC.C(N(CC)CC)C.[C:42](O[C:42]([O:44][C:45]([CH3:48])([CH3:47])[CH3:46])=[O:43])([O:44][C:45]([CH3:48])([CH3:47])[CH3:46])=[O:43]. Product: [C:45]([O:44][C:42]([NH:6][C@H:5]1[CH2:4][CH2:3][C@@H:2]([OH:1])[CH2:10][NH:11][C:7]1=[O:9])=[O:43])([CH3:48])([CH3:47])[CH3:46]. The catalyst class is: 59.